Dataset: Reaction yield outcomes from USPTO patents with 853,638 reactions. Task: Predict the reaction yield, written as a fraction of the theoretical maximum amount of product (1.0 means a 100% yield; for example, 0.34 means a 34% yield). (1) The reactants are [Cl:1][C:2]1[C:3]([C:9]([OH:11])=[O:10])=[N:4][C:5](Cl)=[CH:6][CH:7]=1.[NH:12]1[CH2:17][CH2:16][O:15][CH2:14][CH2:13]1. The catalyst is CC(N(C)C)=O. The product is [Cl:1][C:2]1[C:3]([C:9]([OH:11])=[O:10])=[N:4][C:5]([N:12]2[CH2:17][CH2:16][O:15][CH2:14][CH2:13]2)=[CH:6][CH:7]=1. The yield is 0.530. (2) The reactants are [NH2:1][C:2]1[S:6][C:5]2[CH2:7][CH2:8][CH2:9][CH2:10][C:4]=2[C:3]=1[C:11]([C:13]1[CH:18]=[CH:17][CH:16]=[CH:15][C:14]=1[Cl:19])=O.[C:20]([O:27][CH3:28])(=[O:26])[CH2:21][CH2:22][C:23]([CH3:25])=O.Cl[Si](C)(C)C. The catalyst is CN(C=O)C. The product is [CH3:25][C:23]1[N:1]=[C:2]2[S:6][C:5]3[CH2:7][CH2:8][CH2:9][CH2:10][C:4]=3[C:3]2=[C:11]([C:13]2[CH:18]=[CH:17][CH:16]=[CH:15][C:14]=2[Cl:19])[C:22]=1[CH2:21][C:20]([O:27][CH3:28])=[O:26]. The yield is 0.780. (3) The reactants are [CH3:1][S:2][C:3]1[S:7][C:6]2=[N:8][C:9]([C:11]3[O:12][C:13]4[CH:19]=[CH:18][CH:17]=[C:16]([O:20][CH2:21][C@@H:22]5[CH2:26][CH2:25][CH2:24][N:23]5C(OC(C)(C)C)=O)[C:14]=4[N:15]=3)=[CH:10][N:5]2[N:4]=1.C(O)(C(F)(F)F)=O.[CH3:41][C:42]([O:45][C:46]([NH:48][C@@H:49]([C:56](O)=[O:57])[C:50]1[CH:55]=[CH:54][CH:53]=[CH:52][CH:51]=1)=[O:47])([CH3:44])[CH3:43].CN(C(ON1N=NC2C=CC=NC1=2)=[N+](C)C)C.F[P-](F)(F)(F)(F)F.CCN(C(C)C)C(C)C. The catalyst is C(Cl)Cl. The product is [CH3:1][S:2][C:3]1[S:7][C:6]2=[N:8][C:9]([C:11]3[O:12][C:13]4[CH:19]=[CH:18][CH:17]=[C:16]([O:20][CH2:21][C@@H:22]5[CH2:26][CH2:25][CH2:24][N:23]5[C:56](=[O:57])[C@H:49]([NH:48][C:46](=[O:47])[O:45][C:42]([CH3:41])([CH3:44])[CH3:43])[C:50]5[CH:55]=[CH:54][CH:53]=[CH:52][CH:51]=5)[C:14]=4[N:15]=3)=[CH:10][N:5]2[N:4]=1. The yield is 0.660. (4) The reactants are BrC1[S:18][C:5]2[C:6]3[S:14][C:13]4[C:12]5[S:15][CH:16]=[CH:17][C:11]=5[S:10][C:9]=4[C:7]=3[S:8][C:4]=2[C:3]=1[CH2:19][CH2:20][CH2:21][CH2:22][CH2:23][CH2:24][CH2:25][CH2:26][CH2:27][CH3:28].[CH:29]#[C:30][CH2:31][CH2:32][CH2:33][CH2:34][CH2:35][CH2:36][CH2:37][CH3:38].[CH2:39](N(CC)CC)C. The catalyst is C1C=CC([P]([Pd]([P](C2C=CC=CC=2)(C2C=CC=CC=2)C2C=CC=CC=2)([P](C2C=CC=CC=2)(C2C=CC=CC=2)C2C=CC=CC=2)[P](C2C=CC=CC=2)(C2C=CC=CC=2)C2C=CC=CC=2)(C2C=CC=CC=2)C2C=CC=CC=2)=CC=1.[Cu]I. The product is [C:30]([C:29]1[S:18][C:5]2[C:6]3[S:14][C:13]4[C:12]5[S:15][CH:16]=[CH:17][C:11]=5[S:10][C:9]=4[C:7]=3[S:8][C:4]=2[C:3]=1[CH2:19][CH2:20][CH2:21][CH2:22][CH2:23][CH2:24][CH2:25][CH2:26][CH2:27][CH3:28])#[C:31][CH2:32][CH2:33][CH2:34][CH2:35][CH2:36][CH2:37][CH2:38][CH3:39]. The yield is 0.902. (5) The catalyst is C1COCC1.[OH-].[Na+].O.CN(C=O)C. The yield is 0.440. The product is [Cl:21][C:22]1[CH:23]=[C:24]2[C:28](=[CH:29][CH:30]=1)[NH:27][CH:26]=[C:25]2[CH2:31][CH2:32][NH:33][C:11]([C:8]1[N:7]=[C:6]([CH2:5][C:4]2[CH:16]=[CH:17][CH:18]=[CH:19][C:3]=2[O:2][CH3:1])[O:10][N:9]=1)=[O:13]. The reactants are [CH3:1][O:2][C:3]1[CH:19]=[CH:18][CH:17]=[CH:16][C:4]=1[CH2:5][C:6]1[O:10][N:9]=[C:8]([C:11]([O:13]CC)=O)[N:7]=1.Cl.[Cl:21][C:22]1[CH:23]=[C:24]2[C:28](=[CH:29][CH:30]=1)[NH:27][CH:26]=[C:25]2[CH2:31][CH2:32][NH2:33].CN(C(ON1N=NC2C=CC=NC1=2)=[N+](C)C)C.F[P-](F)(F)(F)(F)F.C(N(CC)C(C)C)(C)C.